Task: Predict the product of the given reaction.. Dataset: Forward reaction prediction with 1.9M reactions from USPTO patents (1976-2016) (1) The product is: [CH3:1][CH:2]1[CH2:3][CH:4]([OH:5])[C:6](=[C:7]([CH3:8])[CH3:9])[CH2:10][CH2:11]1. Given the reactants [CH3:1][C:2]1[CH2:11][CH2:10][C:6](=[C:7]([CH3:9])[CH3:8])[C:4](=[O:5])[CH:3]=1.CC(C1C(OC)=C(C(C)(C)C)C=C(P(C2C=C(C(C)(C)C)C(OC)=C(C(C)(C)C)C=2)C2C=CC3OCOC=3C=2C2C3OCOC=3C=CC=2P(C2C=C(C(C)(C)C)C(OC)=C(C(C)(C)C)C=2)C2C=C(C(C)(C)C)C(OC)=C(C(C)(C)C)C=2)C=1)(C)C.[H][H], predict the reaction product. (2) The product is: [F:10][C:3]1[CH:4]=[C:5]([O:8][CH3:9])[CH:6]=[CH:7][C:2]=1[C:18]#[C:17][C:19]1[CH:24]=[C:23]([O:25][CH3:26])[CH:22]=[C:21]([CH3:27])[C:20]=1[O:28][CH3:29]. Given the reactants Br[C:2]1[CH:7]=[CH:6][C:5]([O:8][CH3:9])=[CH:4][C:3]=1[F:10].C(=O)([O-])[O-].[Cs+].[Cs+].[C:17]([C:19]1[CH:24]=[C:23]([O:25][CH3:26])[CH:22]=[C:21]([CH3:27])[C:20]=1[O:28][CH3:29])#[CH:18], predict the reaction product.